Dataset: Forward reaction prediction with 1.9M reactions from USPTO patents (1976-2016). Task: Predict the product of the given reaction. (1) Given the reactants [N:1]1[CH:6]=[CH:5][CH:4]=[CH:3][C:2]=1[C:7]1[O:11][CH:10]=[N:9][CH:8]=1.[CH2:12]([O:19][C:20]1[CH:21]=[C:22]([CH:28]=[CH:29][CH:30]=1)[O:23][CH2:24][C:25](O)=[O:26])[C:13]1[CH:18]=[CH:17][CH:16]=[CH:15][CH:14]=1, predict the reaction product. The product is: [CH2:12]([O:19][C:20]1[CH:21]=[C:22]([CH:28]=[CH:29][CH:30]=1)[O:23][CH2:24][C:25]([C:10]1[O:11][C:7]([C:2]2[CH:3]=[CH:4][CH:5]=[CH:6][N:1]=2)=[CH:8][N:9]=1)=[O:26])[C:13]1[CH:14]=[CH:15][CH:16]=[CH:17][CH:18]=1. (2) Given the reactants [CH:1]([N:14]1[CH2:19][CH2:18][N:17]([C:20](=[O:35])[CH2:21][C:22]2[C:30]([CH:31]3[CH2:33][CH2:32]3)=[CH:29][C:25]([C:26]([OH:28])=O)=[C:24]([F:34])[CH:23]=2)[CH2:16][CH2:15]1)([C:8]1[CH:13]=[CH:12][CH:11]=[CH:10][CH:9]=1)[C:2]1[CH:7]=[CH:6][CH:5]=[CH:4][CH:3]=1.[CH3:36][S:37]([NH2:40])(=[O:39])=[O:38].Cl.CN(C)CCCN=C=NCC, predict the reaction product. The product is: [CH:1]([N:14]1[CH2:15][CH2:16][N:17]([C:20](=[O:35])[CH2:21][C:22]2[C:30]([CH:31]3[CH2:33][CH2:32]3)=[CH:29][C:25]([C:26]([NH:40][S:37]([CH3:36])(=[O:39])=[O:38])=[O:28])=[C:24]([F:34])[CH:23]=2)[CH2:18][CH2:19]1)([C:2]1[CH:3]=[CH:4][CH:5]=[CH:6][CH:7]=1)[C:8]1[CH:13]=[CH:12][CH:11]=[CH:10][CH:9]=1.